This data is from Reaction yield outcomes from USPTO patents with 853,638 reactions. The task is: Predict the reaction yield, written as a fraction of the theoretical maximum amount of product (1.0 means a 100% yield; for example, 0.34 means a 34% yield). (1) The reactants are [Br:1][C:2]1[C:3]([F:14])=[CH:4][C:5]2[CH:9]=[C:8](C(O)=O)[S:7][C:6]=2[CH:13]=1.C1CCN2C(=NCCC2)CC1. The product is [Br:1][C:2]1[C:3]([F:14])=[CH:4][C:5]2[CH:9]=[CH:8][S:7][C:6]=2[CH:13]=1. The yield is 0.860. The catalyst is CC(N(C)C)=O. (2) The reactants are [NH2:1][C:2]1[CH:7]=[CH:6][N:5]=[CH:4][CH:3]=1.[OH-].[Na+].[N+:10]([C:13]1[CH:14]=[C:15]([CH:19]=[CH:20][CH:21]=1)[C:16](Cl)=[O:17])([O-:12])=[O:11]. The catalyst is ClCCl. The product is [N+:10]([C:13]1[CH:14]=[C:15]([CH:19]=[CH:20][CH:21]=1)[C:16]([NH:1][C:2]1[CH:7]=[CH:6][N:5]=[CH:4][CH:3]=1)=[O:17])([O-:12])=[O:11]. The yield is 0.500. (3) The reactants are C([N:8]1[C@@H:13]2[C@@H:14]([C:16]([O:18][C:19]([CH3:22])([CH3:21])[CH3:20])=[O:17])[CH2:15][C@@:9]1([C:39]1[CH:44]=[CH:43][CH:42]=[CH:41][CH:40]=1)[C@H:10]([O:23][CH2:24][C:25]1[CH:30]=[C:29]([C:31]([F:34])([F:33])[F:32])[CH:28]=[C:27]([C:35]([F:38])([F:37])[F:36])[CH:26]=1)[CH2:11][CH2:12]2)C1C=CC=CC=1.C(OCC)(=O)C. The yield is 0.710. The product is [F:37][C:35]([F:36])([F:38])[C:27]1[CH:26]=[C:25]([CH2:24][O:23][C@@H:10]2[CH2:11][CH2:12][C@@H:13]3[NH:8][C@@:9]2([C:39]2[CH:40]=[CH:41][CH:42]=[CH:43][CH:44]=2)[CH2:15][C@@H:14]3[C:16]([O:18][C:19]([CH3:22])([CH3:21])[CH3:20])=[O:17])[CH:30]=[C:29]([C:31]([F:32])([F:33])[F:34])[CH:28]=1. The catalyst is [Pd].C(O)C. (4) The product is [F:1][C:2]1[CH:3]=[C:4]([NH:5][C:34]([C:31]2[C:32](=[O:33])[N:27]([C:24]3[CH:25]=[CH:26][C:21]([F:20])=[CH:22][CH:23]=3)[N:28]=[CH:29][CH:30]=2)=[O:35])[CH:6]=[CH:7][C:8]=1[O:9][C:10]1[CH:15]=[CH:14][N:13]=[C:12]2[CH:16]=[C:17]([I:19])[S:18][C:11]=12. The reactants are [F:1][C:2]1[CH:3]=[C:4]([CH:6]=[CH:7][C:8]=1[O:9][C:10]1[CH:15]=[CH:14][N:13]=[C:12]2[CH:16]=[C:17]([I:19])[S:18][C:11]=12)[NH2:5].[F:20][C:21]1[CH:26]=[CH:25][C:24]([N:27]2[C:32](=[O:33])[C:31]([C:34](O)=[O:35])=[CH:30][CH:29]=[N:28]2)=[CH:23][CH:22]=1.Cl.C(N=C=NCCCN(C)C)C.N1(O)C2C=CC=CC=2N=N1.C(N(C(C)C)C(C)C)C. The yield is 0.858. The catalyst is CN(C=O)C. (5) No catalyst specified. The yield is 0.414. The product is [CH2:19]([C:27]1[CH:28]=[CH:29][C:30]([NH:33][C:34]([NH:18][C:10]2[CH:9]=[CH:8][C:13]([S:14]([NH2:17])(=[O:15])=[O:16])=[CH:12][CH:11]=2)=[O:35])=[CH:31][CH:32]=1)[CH2:20][CH2:21][CH2:22][CH2:23][CH2:24][CH2:25][CH3:26]. The reactants are NC1C=CC([C:8]2[C:13]([S:14]([NH2:17])(=[O:16])=[O:15])=[CH:12][CH:11]=[C:10]([NH2:18])[CH:9]=2)=CC=1.[CH2:19]([C:27]1[CH:32]=[CH:31][C:30]([N:33]=[C:34]=[O:35])=[CH:29][CH:28]=1)[CH2:20][CH2:21][CH2:22][CH2:23][CH2:24][CH2:25][CH3:26].[K+].[Br-].NC(N)=O. (6) The reactants are C[O:2][C:3]1[CH:8]=[CH:7][C:6]([C:9]2[N:10]=[N:11][NH:12][CH:13]=2)=[CH:5][CH:4]=1.Br.O. The catalyst is C(OCC)(=O)C. The product is [NH:12]1[CH:13]=[C:9]([C:6]2[CH:5]=[CH:4][C:3]([OH:2])=[CH:8][CH:7]=2)[N:10]=[N:11]1. The yield is 0.400. (7) The product is [CH3:13][C:6]1([CH3:5])[O:10][CH:9]([CH2:11][NH:4][CH2:1][CH2:2][CH3:3])[CH2:8][O:7]1. The yield is 0.730. The catalyst is ClCCCl. The reactants are [CH2:1]([NH2:4])[CH2:2][CH3:3].[CH3:5][C:6]1([CH3:13])[O:10][CH:9]([CH:11]=O)[CH2:8][O:7]1.C(O[BH-](OC(=O)C)OC(=O)C)(=O)C.[Na+]. (8) The reactants are [C:1]([O:5][C:6]([NH:8][CH2:9][C:10]1[CH:15]=[CH:14][C:13]([CH2:16][C:17]([OH:19])=O)=[CH:12][CH:11]=1)=[O:7])([CH3:4])([CH3:3])[CH3:2].[CH:20]([NH2:23])([CH3:22])[CH3:21].C(Cl)CCl.C1C=CC2N(O)N=NC=2C=1.C(N(CC)CC)C. The catalyst is CN(C1C=CN=CC=1)C.C(Cl)Cl. The product is [C:1]([O:5][C:6]([NH:8][CH2:9][C:10]1[CH:11]=[CH:12][C:13]([CH2:16][C:17](=[O:19])[NH:23][CH:20]([CH3:22])[CH3:21])=[CH:14][CH:15]=1)=[O:7])([CH3:2])([CH3:3])[CH3:4]. The yield is 0.920. (9) The reactants are [S:1]1[C:5]2[CH2:6][CH2:7][CH2:8][CH2:9][C:4]=2[N:3]=[C:2]1[NH2:10].[N:11]1([C:16](N2C=CN=C2)=[S:17])[CH:15]=[CH:14][N:13]=[CH:12]1. The catalyst is C(#N)C. The product is [S:1]1[C:5]2[CH2:6][CH2:7][CH2:8][CH2:9][C:4]=2[N:3]=[C:2]1[NH:10][C:16]([N:11]1[CH:15]=[CH:14][N:13]=[CH:12]1)=[S:17]. The yield is 0.700.